From a dataset of Human Reference Interactome with 51,813 positive PPI pairs across 8,248 proteins, plus equal number of experimentally-validated negative pairs. Binary Classification. Given two protein amino acid sequences, predict whether they physically interact or not. (1) Protein 1 (ENSG00000188315) has sequence MHYIKTWSLLGEMSEKLRRCRKELTAAIDRAFEGVSYSQECTGQQRLELSAAPLSFSLPVHRLLCRRHPLAACSSAAPFAAVPCAPENENPAFATNHAPVNAKPHALCPERKPLTSKENVLMHSSILAPERESWRTAGEGENWRKENLRKDMERDLKADSNMPLNNSSQEVTKDLLDMIDHTSIRTIEELAGKIEFENELNHMCGHCQDSPFKEEAWALLMDKSPQKATDADPGSLKQAFDDHNIVETVLDLEEDYNVMTSFKYQIE*GEMSEKLRRCRKELTAAIDRAFEGVSYSQECT.... Protein 2 (ENSG00000173611) has sequence MVRGARQPQQPRSRLAPRLTGTVEKPPRKRRSRTEFALKEIMSSGGAEDDIPQGERKTVTDFCYLLDKSKQLFNGLRDLPQYGQKQWQSYFGRTFDVYTKLWKFQQQHRQVLDNRYGLKRWQIGEIASKIGQLYYHYYLRTSETSYLNEAFSFYSAIRQRSYYSQVNKEDRPELVVKKLRYYARFIVVCLLLNKMDVVKDLVKELSDEIEDYTHRFNTEDQVEWNLVLQEVAAFIEADPVMVLNDDNTIVITSNRLAETGAPLLEQGMIVGQLSLADALIIGNCNNQVKFSELTVDMFRM.... Result: 0 (the proteins do not interact). (2) Protein 1 (ENSG00000011600) has sequence MGGLEPCSRLLLLPLLLAVSGLRPVQAQAQSDCSCSTVSPGVLAGIVMGDLVLTVLIALAVYFLGRLVPRGRGAAEAATRKQRITETESPYQELQGQRSDVYSDLNTQRPYYK*MGGLEPCSRLLLLPLLLAVSDCSCSTVSPGVLAGIVMGDLVLTVLIALAVYFLGRLVPRGRGAAEATRKQRITETESPYQELQGQRSDVYSDLNTQRPYYK*MGGLEPCSRLLLLPLLLAVSDCSCSTVSPGVLAGIVMGDLVLTVLIALAVYFLGRLVPRGRGAAEAATRKQRITETESPYQELQ.... Protein 2 (ENSG00000160202) has sequence MDVTIQHPWFKRTLGPFYPSRLFDQFFGEGLFEYDLLPFLSSTISPYYRQSLFRTVLDSGISEVRSDRDKFVIFLDVKHFSPEDLTVKVQDDFVEIHGKHNERQDDHGYISREFHRRYRLPSNVDQSALSCSLSADGMLTFCGPKIQTGLDATHAERAIPVSREEKPTSAPSS*MSSACPRLAKLLASLLRCPAKAKRTGNGRPPPHPTTGLLSEPRVRSDRDKFVIFLDVKHFSPEDLTVKVQDDFVEIHGKHNERQDDHGYISREFHRRYRLPSNVDQSALSCSLSADGMLTFCGPKI.... Result: 0 (the proteins do not interact). (3) Result: 1 (the proteins interact). Protein 1 (ENSG00000149516) has sequence MASHEVDNAELGSASAHGTPGSEAGPEELNTSVYQPIDGSPDYQKAKLQVLGAIQILNAAMILALGVFLGSLQYPYHFQKHFFFFTFYTGYPIWGAVFFCSSGTLSVVAGIKPTRTWIQNSFGMNIASATIALVGTAFLSLNIAVNIQSLRSCHSSSESPDLCNYMGSISNGMVSLLLILTLLELCVTISTIAMWCNANCCNSREEISSPPNSV*MASHEVDNAELGSASAHGTPGSEAGPEELNTSVYQPIDGSPDYQKAKLQVLGFCSSGTLSVVAGIKPTRTWIQNSFGMNIASATI.... Protein 2 (ENSG00000198937) has sequence MTKKKRENLGVALEIDGLEEKLSQCRRDLEAVNSRLHSRELSPEARRSLEKEKNSLMNKASNYEKELKFLRQENRKNMLLSVAIFILLTLVYAYWTM*. (4) Protein 1 (ENSG00000099783) has sequence MAAGVEAAAEVAATEIKMEEESGAPGVPSGNGAPGPKGEGERPAQNEKRKEKNIKRGGNRFEPYANPTKRYRAFITNIPFDVKWQSLKDLVKEKVGEVTYVELLMDAEGKSRGCAVVEFKMEESMKKAAEVLNKHSLSGRPLKVKEDPDGEHARRAMQKVMATTGGMGMGPGGPGMITIPPSILNNPNIPNEIIHALQAGRLGSTVFVANLDYKVGWKKLKEVFSMAGVVVRADILEDKDGKSRGIGTVTFEQSIEAVQAISMFNGQLLFDRPMHVKMDERALPKGDFFPPERPQQLPHG.... Protein 2 (ENSG00000144381) has sequence MLRLPTVFRQMRPVSRVLAPHLTRAYAKDVKFGADARALMLQGVDLLADAVAVTMGPKGRTVIIEQSWGSPKVTKDGVTVAKSIDLKDKYKNIGAKLVQDVANNTNEEAGDGTTTATVLARSIAKEGFEKISKGANPVEIRRGVMLAVDAVIAELKKQSKPVTTPEEIAQVATISANGDKEIGNIISDAMKKVGRKGVITVKDGKTLNDELEIIEGMKFDRGYISPYFINTSKGQKCEFQDAYVLLSEKKISSIQSIVPALEIANAHRKPLVIIAEDVDGEALSTLVLNRLKVGLQVVAV.... Result: 0 (the proteins do not interact).